This data is from Reaction yield outcomes from USPTO patents with 853,638 reactions. The task is: Predict the reaction yield, written as a fraction of the theoretical maximum amount of product (1.0 means a 100% yield; for example, 0.34 means a 34% yield). (1) The reactants are [Si:1]([O:8][CH:9]1[CH2:13][CH2:12][N:11]([C:14]2[CH:22]=[C:21]3[C:17]([C:18]4[C:26]([C:27]5[C:28]([CH3:45])=[C:29]([NH:33][CH2:34][C:35]6[CH:43]=[CH:42][C:41]([Cl:44])=[CH:40][C:36]=6[C:37](O)=[O:38])[CH:30]=[CH:31][CH:32]=5)=[CH:25][N:24]=[C:23]([C:46](=[O:48])[NH2:47])[C:19]=4[NH:20]3)=[CH:16][CH:15]=2)[CH2:10]1)([C:4]([CH3:7])([CH3:6])[CH3:5])([CH3:3])[CH3:2].CCN(C(C)C)C(C)C.CN1CCOCC1.F[P-](F)(F)(F)(F)F.N1(O[P+](N(C)C)(N(C)C)N(C)C)C2C=CC=CC=2N=N1. The catalyst is CN(C=O)C.CCOC(C)=O. The product is [Si:1]([O:8][CH:9]1[CH2:13][CH2:12][N:11]([C:14]2[CH:22]=[C:21]3[C:17]([C:18]4[C:26]([C:27]5[CH:32]=[CH:31][CH:30]=[C:29]([N:33]6[CH2:34][C:35]7[C:36](=[CH:40][C:41]([Cl:44])=[CH:42][CH:43]=7)[C:37]6=[O:38])[C:28]=5[CH3:45])=[CH:25][N:24]=[C:23]([C:46]([NH2:47])=[O:48])[C:19]=4[NH:20]3)=[CH:16][CH:15]=2)[CH2:10]1)([C:4]([CH3:7])([CH3:5])[CH3:6])([CH3:2])[CH3:3]. The yield is 0.450. (2) The product is [O:1]([C:8]1[S:12][C:11]([C:13]([OH:15])=[O:14])=[CH:10][CH:9]=1)[C:2]1[CH:3]=[CH:4][CH:5]=[CH:6][CH:7]=1. The yield is 0.550. The catalyst is C1COCC1.CC(O)(C)C.O. The reactants are [O:1]([C:8]1[S:12][C:11]([CH:13]=[O:14])=[CH:10][CH:9]=1)[C:2]1[CH:7]=[CH:6][CH:5]=[CH:4][CH:3]=1.[O-:15]Cl=O.[Na+].[OH-].[Na+]. (3) The reactants are [CH:1]([C:4]1[C:8]([CH2:9][CH2:10][CH2:11][CH2:12][OH:13])=[CH:7][N:6]([C:14]2[CH:19]=[CH:18][C:17]([C:20]([F:23])([F:22])[F:21])=[CH:16][N:15]=2)[N:5]=1)([CH3:3])[CH3:2].C(N(CC)CC)C.[CH3:31][S:32](Cl)(=[O:34])=[O:33]. The catalyst is O1CCCC1. The product is [CH3:31][S:32]([O:13][CH2:12][CH2:11][CH2:10][CH2:9][C:8]1[C:4]([CH:1]([CH3:3])[CH3:2])=[N:5][N:6]([C:14]2[CH:19]=[CH:18][C:17]([C:20]([F:22])([F:21])[F:23])=[CH:16][N:15]=2)[CH:7]=1)(=[O:34])=[O:33]. The yield is 0.840. (4) The yield is 0.810. The product is [Cl:2][C:3]1[C:8]([Cl:9])=[CH:7][CH:6]=[CH:5][C:4]=1[N:10]1[CH2:15][CH2:14][N:13]([CH2:23][CH2:24][N:25]2[C:26](=[O:35])[C:27]3[C:32](=[CH:31][CH:30]=[CH:29][CH:28]=3)[C:33]2=[O:34])[CH2:12][CH2:11]1. The reactants are Cl.[Cl:2][C:3]1[C:8]([Cl:9])=[CH:7][CH:6]=[CH:5][C:4]=1[N:10]1[CH2:15][CH2:14][NH:13][CH2:12][CH2:11]1.C(=O)([O-])[O-].[K+].[K+].Br[CH2:23][CH2:24][N:25]1[C:33](=[O:34])[C:32]2[C:27](=[CH:28][CH:29]=[CH:30][CH:31]=2)[C:26]1=[O:35].O. The catalyst is CN(C=O)C.